From a dataset of Full USPTO retrosynthesis dataset with 1.9M reactions from patents (1976-2016). Predict the reactants needed to synthesize the given product. (1) Given the product [CH2:5]([NH:6][C:7](=[O:13])[O:8][C:9]([CH3:12])([CH3:11])[CH3:10])[CH2:4][CH:3]([NH:14][C:15](=[O:16])[O:17][CH2:18][C:19]1[CH:24]=[CH:23][CH:22]=[CH:21][CH:20]=1)[CH3:2], predict the reactants needed to synthesize it. The reactants are: I[CH2:2][C@H:3]([NH:14][C:15]([O:17][CH2:18][C:19]1[CH:24]=[CH:23][CH:22]=[CH:21][CH:20]=1)=[O:16])[CH2:4][CH2:5][NH:6][C:7](=[O:13])[O:8][C:9]([CH3:12])([CH3:11])[CH3:10].CCC(C)[BH-](C(C)CC)C(C)CC.[Na+]. (2) Given the product [F:19][C:20]1[CH:25]=[C:24]([C:2]2[CH:18]=[CH:17][CH:16]=[CH:15][C:3]=2[O:4][C:5]2[CH:10]=[CH:9][CH:8]=[C:7]([C:11]([F:14])([F:13])[F:12])[N:6]=2)[CH:23]=[CH:22][C:21]=1[C:35]1[CH:40]=[N:39][C:38]([NH2:41])=[N:37][CH:36]=1, predict the reactants needed to synthesize it. The reactants are: Br[C:2]1[CH:18]=[CH:17][CH:16]=[CH:15][C:3]=1[O:4][C:5]1[CH:10]=[CH:9][CH:8]=[C:7]([C:11]([F:14])([F:13])[F:12])[N:6]=1.[F:19][C:20]1[CH:25]=[C:24](B2OC(C)(C)C(C)(C)O2)[CH:23]=[CH:22][C:21]=1[C:35]1[CH:36]=[N:37][C:38]([NH2:41])=[N:39][CH:40]=1. (3) Given the product [CH2:22]([C:2]1[C:15]2[C:6](=[N:7][C:8]3[C:9]4[CH:19]=[C:18]([CH3:20])[CH:17]=[C:16]([CH3:21])[C:10]=4[CH2:11][CH2:12][C:13]=3[CH:14]=2)[CH:5]=[CH:4][CH:3]=1)[CH:23]([CH3:25])[CH3:24], predict the reactants needed to synthesize it. The reactants are: Cl[C:2]1[C:15]2[C:6](=[N:7][C:8]3[C:9]4[CH:19]=[C:18]([CH3:20])[CH:17]=[C:16]([CH3:21])[C:10]=4[CH2:11][CH2:12][C:13]=3[CH:14]=2)[CH:5]=[CH:4][CH:3]=1.[CH2:22](B(O)O)[CH:23]([CH3:25])[CH3:24].CC(C)=O. (4) Given the product [Cl:24][C:11]1[C:10]([F:25])=[C:9]([CH:14]=[C:13]([CH2:15][N:16]2[CH2:21][CH2:20][CH:19]([O:22][CH3:23])[CH2:18][CH2:17]2)[CH:12]=1)[CH2:8][NH2:7], predict the reactants needed to synthesize it. The reactants are: C(OC(=O)[NH:7][CH2:8][C:9]1[CH:14]=[C:13]([CH2:15][N:16]2[CH2:21][CH2:20][CH:19]([O:22][CH3:23])[CH2:18][CH2:17]2)[CH:12]=[C:11]([Cl:24])[C:10]=1[F:25])(C)(C)C.Cl. (5) Given the product [F:1][C:2]1[C:7]([CH:8]2[CH2:14][CH2:13][CH2:12][O:11][CH2:10][CH2:9]2)=[CH:6][CH:5]=[CH:4][N:3]=1, predict the reactants needed to synthesize it. The reactants are: [F:1][C:2]1[C:7]([C:8]2[CH2:9][CH2:10][O:11][CH2:12][CH2:13][CH:14]=2)=[CH:6][CH:5]=[CH:4][N:3]=1.FC1C(C2=CCOCCC2)=CC=CN=1.